Dataset: Forward reaction prediction with 1.9M reactions from USPTO patents (1976-2016). Task: Predict the product of the given reaction. (1) Given the reactants [C:1]([C:5]1[CH:18]=[CH:17][CH:16]=[CH:15][C:6]=1[O:7][C:8]1[C:13](I)=[CH:12][CH:11]=[CH:10][N:9]=1)([CH3:4])([CH3:3])[CH3:2].[CH:19]([Si:22]([CH:36]([CH3:38])[CH3:37])([CH:33]([CH3:35])[CH3:34])[N:23]1[C:31]2[C:26](=[CH:27][C:28]([NH2:32])=[CH:29][N:30]=2)[CH:25]=[CH:24]1)([CH3:21])[CH3:20].CC(C)([O-])C.[Na+].[Cl-].[NH4+], predict the reaction product. The product is: [C:1]([C:5]1[CH:18]=[CH:17][CH:16]=[CH:15][C:6]=1[O:7][C:8]1[C:13]([NH:32][C:28]2[CH:27]=[C:26]3[CH:25]=[CH:24][N:23]([Si:22]([CH:33]([CH3:35])[CH3:34])([CH:36]([CH3:38])[CH3:37])[CH:19]([CH3:20])[CH3:21])[C:31]3=[N:30][CH:29]=2)=[CH:12][CH:11]=[CH:10][N:9]=1)([CH3:4])([CH3:3])[CH3:2]. (2) Given the reactants [CH2:1]([C:9]1[N:13]=[C:12]([C:14]2[CH:21]=[CH:20][C:17]([CH:18]=O)=[CH:16][CH:15]=2)[O:11][N:10]=1)[CH2:2][CH2:3][CH2:4][CH2:5][CH2:6][CH2:7][CH3:8].[F:22][C:23]([F:33])([F:32])[C:24]1[CH:31]=[CH:30][C:27]([CH2:28][NH2:29])=[CH:26][CH:25]=1, predict the reaction product. The product is: [CH2:1]([C:9]1[N:13]=[C:12]([C:14]2[CH:21]=[CH:20][C:17]([CH2:18][NH:29][CH2:28][C:27]3[CH:26]=[CH:25][C:24]([C:23]([F:22])([F:32])[F:33])=[CH:31][CH:30]=3)=[CH:16][CH:15]=2)[O:11][N:10]=1)[CH2:2][CH2:3][CH2:4][CH2:5][CH2:6][CH2:7][CH3:8]. (3) Given the reactants [Cl:1][C:2]1[C:8]([OH:9])=[CH:7][CH:6]=[CH:5][C:3]=1O.[C:10]1([CH2:16][C:17]([OH:19])=O)[CH:15]=[CH:14][CH:13]=[CH:12][CH:11]=1.P(Cl)(Cl)(Cl)(Cl)Cl.CN([CH:29]=[O:30])C, predict the reaction product. The product is: [Cl:1][C:2]1[CH:3]=[C:5]2[C:6](=[CH:7][C:8]=1[OH:9])[O:19][CH:17]=[C:16]([C:10]1[CH:11]=[CH:12][CH:13]=[CH:14][CH:15]=1)[C:29]2=[O:30]. (4) Given the reactants [Cl:1][C:2]1[CH:3]=[C:4]([C:9]2[CH2:19][CH2:18][C:12]3([CH2:17][CH2:16][NH:15][CH2:14][CH2:13]3)[CH2:11][CH:10]=2)[CH:5]=[CH:6][C:7]=1[Cl:8].C=O.[C:22](O[BH-](OC(=O)C)OC(=O)C)(=[O:24])C.[Na+].ClCCl.CO, predict the reaction product. The product is: [OH-:24].[NH4+:15].[Cl:1][C:2]1[CH:3]=[C:4]([C:9]2[CH2:19][CH2:18][C:12]3([CH2:13][CH2:14][N:15]([CH3:22])[CH2:16][CH2:17]3)[CH2:11][CH:10]=2)[CH:5]=[CH:6][C:7]=1[Cl:8]. (5) Given the reactants Cl[C:2]1[C:11]2[C:6](=[CH:7][CH:8]=[C:9]([Cl:12])[N:10]=2)[N:5]=[CH:4][C:3]=1[C:13](=[O:15])[CH3:14].[NH2:16][C:17]1[CH:18]=[CH:19][C:20]([N:23]2[CH2:28][CH2:27][CH2:26][C@H:25]([NH:29][C:30](=[O:36])[O:31][C:32]([CH3:35])([CH3:34])[CH3:33])[CH2:24]2)=[N:21][CH:22]=1, predict the reaction product. The product is: [C:13]([C:3]1[CH:4]=[N:5][C:6]2[C:11]([C:2]=1[NH:16][C:17]1[CH:18]=[CH:19][C:20]([N:23]3[CH2:28][CH2:27][CH2:26][C@H:25]([NH:29][C:30](=[O:36])[O:31][C:32]([CH3:34])([CH3:33])[CH3:35])[CH2:24]3)=[N:21][CH:22]=1)=[N:10][C:9]([Cl:12])=[CH:8][CH:7]=2)(=[O:15])[CH3:14]. (6) Given the reactants [CH2:1]([O:3][C:4]([C:6]1([C:9]2[CH:14]=[CH:13][C:12]([C:15]3[CH:20]=[CH:19][C:18]([C:21]4[O:25][N:24]=[C:23]([CH3:26])[C:22]=4[NH2:27])=[CH:17][CH:16]=3)=[CH:11][CH:10]=2)[CH2:8][CH2:7]1)=[O:5])[CH3:2].Br[C:29]1[CH:34]=[CH:33][CH:32]=[C:31]([O:35][CH2:36][CH2:37][CH3:38])[N:30]=1, predict the reaction product. The product is: [CH2:1]([O:3][C:4]([C:6]1([C:9]2[CH:10]=[CH:11][C:12]([C:15]3[CH:20]=[CH:19][C:18]([C:21]4[O:25][N:24]=[C:23]([CH3:26])[C:22]=4[NH:27][C:29]4[CH:34]=[CH:33][CH:32]=[C:31]([O:35][CH2:36][CH2:37][CH3:38])[N:30]=4)=[CH:17][CH:16]=3)=[CH:13][CH:14]=2)[CH2:8][CH2:7]1)=[O:5])[CH3:2].